Dataset: Full USPTO retrosynthesis dataset with 1.9M reactions from patents (1976-2016). Task: Predict the reactants needed to synthesize the given product. (1) Given the product [Cl:1][C:2]1[CH:3]=[N:4][C:5]2[N:6]([N:8]=[C:9]([C:11]([N:19]3[CH2:18][CH2:17][C:16]4[C:21](=[CH:22][CH:23]=[CH:24][C:15]=4[F:14])[CH:20]3[CH3:25])=[O:13])[CH:10]=2)[CH:7]=1, predict the reactants needed to synthesize it. The reactants are: [Cl:1][C:2]1[CH:3]=[N:4][C:5]2[N:6]([N:8]=[C:9]([C:11]([OH:13])=O)[CH:10]=2)[CH:7]=1.[F:14][C:15]1[CH:24]=[CH:23][CH:22]=[C:21]2[C:16]=1[CH2:17][CH2:18][NH:19][CH:20]2[CH3:25]. (2) Given the product [N:18]1([C:13]2[CH:14]=[CH:15][CH:16]=[CH:17][C:12]=2/[CH:11]=[CH:10]/[C:3]2[C:4]3[C:9](=[CH:8][CH:7]=[CH:6][CH:5]=3)[NH:1][N:2]=2)[CH:21]=[CH:25][CH:24]=[CH:23]1, predict the reactants needed to synthesize it. The reactants are: [NH:1]1[C:9]2[C:4](=[CH:5][CH:6]=[CH:7][CH:8]=2)[C:3](/[CH:10]=[CH:11]/[C:12]2[CH:17]=[CH:16][CH:15]=[CH:14][C:13]=2[NH2:18])=[N:2]1.CO[CH:21]1[CH2:25][CH2:24][CH:23](OC)O1.O. (3) Given the product [CH3:21][C:13]1[O:10][C:1]([CH:2]=[CH:3][C:4]2[CH:5]=[CH:6][CH:7]=[CH:8][CH:9]=2)=[N:11][C:14]=1[CH2:15][C:16]([O:18][CH3:19])=[O:17], predict the reactants needed to synthesize it. The reactants are: [C:1]([NH2:11])(=[O:10])[CH:2]=[CH:3][C:4]1[CH:9]=[CH:8][CH:7]=[CH:6][CH:5]=1.Br[CH:13]([CH3:21])[C:14](=O)[CH2:15][C:16]([O:18][CH3:19])=[O:17].C(OC(=O)C)C. (4) Given the product [ClH:11].[F:12][C:13]1[CH:14]=[CH:15][C:16]([CH2:17][CH:18]2[CH2:19][CH2:20][N:21]([C:8]([C:6]3[CH2:7][N:2]([CH3:1])[CH2:3][CH2:4][CH:5]=3)=[O:10])[CH2:22][CH2:23]2)=[CH:24][CH:25]=1, predict the reactants needed to synthesize it. The reactants are: [CH3:1][NH+:2]1[CH2:7][C:6]([C:8]([OH:10])=O)=[CH:5][CH2:4][CH2:3]1.[Cl-:11].[F:12][C:13]1[CH:25]=[CH:24][C:16]([CH2:17][CH:18]2[CH2:23][CH2:22][NH:21][CH2:20][CH2:19]2)=[CH:15][CH:14]=1. (5) The reactants are: [CH3:1][O:2][C:3]1[CH:4]=[N:5][C:6]2[C:11]([CH:12]=1)=[C:10]([CH:13]1[CH2:15][O:14]1)[CH:9]=[CH:8][CH:7]=2.[C:16]([O:20][C:21]([N:23]1[CH2:28][CH2:27][CH:26]([N:29]2[CH2:34][CH2:33][NH:32][CH2:31][CH2:30]2)[CH2:25][CH2:24]1)=[O:22])([CH3:19])([CH3:18])[CH3:17].C(=O)([O-])[O-].[K+].[K+].Cl([O-])(=O)(=O)=O.[Li+]. Given the product [NH3:5].[C:16]([O:20][C:21]([N:23]1[CH2:28][CH2:27][CH:26]([N:29]2[CH2:34][CH2:33][N:32]([CH2:15][CH:13]([OH:14])[C:10]3[CH:9]=[CH:8][CH:7]=[C:6]4[C:11]=3[CH:12]=[C:3]([O:2][CH3:1])[CH:4]=[N:5]4)[CH2:31][CH2:30]2)[CH2:25][CH2:24]1)=[O:22])([CH3:19])([CH3:17])[CH3:18], predict the reactants needed to synthesize it. (6) Given the product [CH:1]([C:4]1[CH:9]=[CH:8][CH:7]=[C:6]([CH:10]([CH3:12])[CH3:11])[C:5]=1[N:13]1[C:22](=[O:23])[C:21]2[CH:24]=[C:25]([C:43]3[CH:48]=[CH:47][CH:46]=[CH:45][CH:44]=3)[C:26]3[O:27][C:28]4[C:33]([C:18]5[C:19]=3[C:20]=2[C:15](=[CH:16][C:17]=5[O:35][C:36]2[CH:41]=[CH:40][CH:39]=[CH:38][CH:37]=2)[C:14]1=[O:42])=[CH:32][CH:31]=[CH:30][CH:29]=4)([CH3:3])[CH3:2], predict the reactants needed to synthesize it. The reactants are: [CH:1]([C:4]1[CH:9]=[CH:8][CH:7]=[C:6]([CH:10]([CH3:12])[CH3:11])[C:5]=1[N:13]1[C:22](=[O:23])[C:21]2[CH:24]=[C:25](Br)[C:26]3[O:27][C:28]4[C:33]([C:18]5[C:19]=3[C:20]=2[C:15](=[CH:16][C:17]=5[O:35][C:36]2[CH:41]=[CH:40][CH:39]=[CH:38][CH:37]=2)[C:14]1=[O:42])=[CH:32][CH:31]=[CH:30][CH:29]=4)([CH3:3])[CH3:2].[C:43]1(B(O)O)[CH:48]=[CH:47][CH:46]=[CH:45][CH:44]=1.C([O-])([O-])=O.[Na+].[Na+].CCO. (7) Given the product [F:29][C:24]1[CH:23]=[C:22]([CH:27]=[C:26]([F:28])[CH:25]=1)[CH2:21][C@H:3]([NH:2][C:41]([C:36]1[C:35]2[CH2:34][CH2:33][N:32]([CH2:44][CH2:45][CH2:46][CH2:47][CH3:48])[C:31](=[O:30])[C:40]=2[CH:39]=[CH:38][CH:37]=1)=[O:42])[C@H:4]([OH:20])[CH2:5][NH:6][C:7]1([C:10]2[CH:15]=[CH:14][CH:13]=[C:12]([C:16]([F:17])([F:18])[F:19])[CH:11]=2)[CH2:9][CH2:8]1, predict the reactants needed to synthesize it. The reactants are: Cl.[NH2:2][C@@H:3]([CH2:21][C:22]1[CH:27]=[C:26]([F:28])[CH:25]=[C:24]([F:29])[CH:23]=1)[C@H:4]([OH:20])[CH2:5][NH:6][C:7]1([C:10]2[CH:15]=[CH:14][CH:13]=[C:12]([C:16]([F:19])([F:18])[F:17])[CH:11]=2)[CH2:9][CH2:8]1.[O:30]=[C:31]1[C:40]2[CH:39]=[CH:38][CH:37]=[C:36]([C:41](O)=[O:42])[C:35]=2[CH2:34][CH2:33][N:32]1[CH2:44][CH2:45][CH2:46][CH2:47][CH3:48].OC1C2N=NNC=2C=CC=1.Cl.CN(C)CCCN=C=NCC.C(N(CC)C(C)C)(C)C. (8) Given the product [C:21]1([S:27]([N:30]2[C:34]3=[N:35][CH:36]=[C:37]([NH:39][C:8]([C:5]4[C:6]([CH3:7])=[C:2]([CH3:1])[NH:3][N:4]=4)=[O:10])[CH:38]=[C:33]3[CH:32]=[C:31]2[I:40])(=[O:28])=[O:29])[CH:22]=[CH:23][CH:24]=[CH:25][CH:26]=1, predict the reactants needed to synthesize it. The reactants are: [CH3:1][C:2]1[C:6]([CH3:7])=[C:5]([C:8]([OH:10])=O)[NH:4][N:3]=1.C(N(CC)C(C)C)(C)C.Cl.[C:21]1([S:27]([N:30]2[C:34]3=[N:35][CH:36]=[C:37]([NH2:39])[CH:38]=[C:33]3[CH:32]=[C:31]2[I:40])(=[O:29])=[O:28])[CH:26]=[CH:25][CH:24]=[CH:23][CH:22]=1. (9) Given the product [NH2:17][C:16]1[CH:18]=[CH:19][C:20]([O:21][C:22]2[CH:27]=[CH:26][N:25]=[C:24]3[CH:28]=[C:29]([C:11]#[C:10][CH2:9][N:6]4[CH2:5][CH2:4][CH:3]([N:2]([CH3:12])[CH3:1])[CH2:8][CH2:7]4)[S:30][C:23]=23)=[C:14]([F:13])[CH:15]=1, predict the reactants needed to synthesize it. The reactants are: [CH3:1][N:2]([CH3:12])[CH:3]1[CH2:8][CH2:7][N:6]([CH2:9][C:10]#[CH:11])[CH2:5][CH2:4]1.[F:13][C:14]1[CH:15]=[C:16]([CH:18]=[CH:19][C:20]=1[O:21][C:22]1[CH:27]=[CH:26][N:25]=[C:24]2[CH:28]=[C:29](I)[S:30][C:23]=12)[NH2:17].